This data is from Catalyst prediction with 721,799 reactions and 888 catalyst types from USPTO. The task is: Predict which catalyst facilitates the given reaction. Reactant: [CH:1]1([O:6][C:7]2[N:12]=[C:11]3[CH2:13][CH2:14][CH2:15][C:10]3=[C:9]([CH2:16][C:17]3[CH:22]=[CH:21][C:20]([CH2:23][C:24]([O:26]C)=O)=[CH:19][CH:18]=3)[CH:8]=2)[CH2:5][CH2:4][CH2:3][CH2:2]1.[Cl-:28].[NH4+:29].N. Product: [ClH:28].[CH:1]1([O:6][C:7]2[N:12]=[C:11]3[CH2:13][CH2:14][CH2:15][C:10]3=[C:9]([CH2:16][C:17]3[CH:22]=[CH:21][C:20]([CH2:23][C:24]([NH2:29])=[O:26])=[CH:19][CH:18]=3)[CH:8]=2)[CH2:5][CH2:4][CH2:3][CH2:2]1. The catalyst class is: 5.